Dataset: Peptide-MHC class I binding affinity with 185,985 pairs from IEDB/IMGT. Task: Regression. Given a peptide amino acid sequence and an MHC pseudo amino acid sequence, predict their binding affinity value. This is MHC class I binding data. The peptide sequence is NQESNKYRI. The MHC is HLA-A26:01 with pseudo-sequence HLA-A26:01. The binding affinity (normalized) is 0.